Predict the product of the given reaction. From a dataset of Forward reaction prediction with 1.9M reactions from USPTO patents (1976-2016). (1) Given the reactants Cl.[CH2:2]([O:9][C:10](=[O:16])[C@H:11]1[CH2:15][CH2:14][CH2:13][NH:12]1)[C:3]1[CH:8]=[CH:7][CH:6]=[CH:5][CH:4]=1.[CH3:17][O:18][C@H:19]([CH2:23][CH2:24][C@H:25]([O:29][CH3:30])[C:26]([OH:28])=O)[C:20]([OH:22])=O.[CH3:31][CH2:32][O:33][C:34]([CH3:36])=[O:35].C[CH2:38][CH2:39][CH2:40][CH2:41][CH3:42], predict the reaction product. The product is: [CH2:2]([O:9][C:10]([C@H:11]1[CH2:15][CH2:14][CH2:13][N:12]1[C:20](=[O:22])[C@H:19]([O:18][CH3:17])[CH2:23][CH2:24][C@H:25]([O:29][CH3:30])[C:26]([N:12]1[CH2:11][CH2:15][CH2:14][C@@H:36]1[C:34]([O:33][CH2:32][C:31]1[CH:38]=[CH:39][CH:40]=[CH:41][CH:42]=1)=[O:35])=[O:28])=[O:16])[C:3]1[CH:4]=[CH:5][CH:6]=[CH:7][CH:8]=1. (2) Given the reactants [N+:1]([C:4]1[CH:5]=[C:6]([NH2:14])[C:7]([NH2:13])=[CH:8][C:9]=1[N+:10]([O-:12])=[O:11])([O-:3])=[O:2].[F:15][C:16]([F:23])([F:22])[CH:17]([OH:21])[C:18](O)=O.Cl.C(=O)(O)[O-].[Na+], predict the reaction product. The product is: [N+:1]([C:4]1[C:9]([N+:10]([O-:12])=[O:11])=[CH:8][C:7]2[NH:13][C:18]([CH:17]([OH:21])[C:16]([F:23])([F:22])[F:15])=[N:14][C:6]=2[CH:5]=1)([O-:3])=[O:2]. (3) Given the reactants [C:1]([CH2:3][NH:4][C:5]([C@@H:7]1[CH2:12][CH2:11][CH2:10][CH2:9][C@H:8]1[CH2:13]Br)=[O:6])#[N:2].C(=O)([O-])[O-].[Cs+].[Cs+].[CH3:21][S:22][C:23]1[CH:28]=[CH:27][C:26]([SH:29])=[CH:25][CH:24]=1, predict the reaction product. The product is: [C:1]([CH2:3][NH:4][C:5]([C@@H:7]1[CH2:12][CH2:11][CH2:10][CH2:9][C@H:8]1[CH2:13][S:29][C:26]1[CH:27]=[CH:28][C:23]([S:22][CH3:21])=[CH:24][CH:25]=1)=[O:6])#[N:2]. (4) Given the reactants [NH2:1][C:2]1[C:3]([C:10]#[C:11][C:12]2[CH:17]=[CH:16][N:15]=[C:14]([NH:18][C:19](=[O:21])[CH3:20])[CH:13]=2)=[N:4][CH:5]=[CH:6][C:7]=1[O:8][CH3:9].[F:22][C:23]([F:34])([F:33])[C:24](O[C:24](=[O:25])[C:23]([F:34])([F:33])[F:22])=[O:25].CCOCC, predict the reaction product. The product is: [C:19]([NH:18][C:14]1[CH:13]=[C:12]([C:11]#[C:10][C:3]2[C:2]([NH:1][C:24](=[O:25])[C:23]([F:34])([F:33])[F:22])=[C:7]([O:8][CH3:9])[CH:6]=[CH:5][N:4]=2)[CH:17]=[CH:16][N:15]=1)(=[O:21])[CH3:20]. (5) Given the reactants [F:1][C:2]1[CH:7]=[CH:6][C:5]([CH:8]([C:20]2[CH:25]=[CH:24][C:23]([F:26])=[CH:22][CH:21]=2)[C:9]([NH:11][C@@H:12]2[C@@H:19]3[C@@H:15]([CH2:16][NH:17][CH2:18]3)[CH2:14][CH2:13]2)=[O:10])=[CH:4][CH:3]=1.[C:27]([O:31][C:32]([N:34]([CH3:43])[C@@H:35]([CH2:39][CH:40]([CH3:42])[CH3:41])[C:36](O)=[O:37])=[O:33])([CH3:30])([CH3:29])[CH3:28].O.ON1C2C=CC=CC=2N=N1.C(N=C=NCCCN(C)C)C, predict the reaction product. The product is: [F:26][C:23]1[CH:22]=[CH:21][C:20]([CH:8]([C:5]2[CH:6]=[CH:7][C:2]([F:1])=[CH:3][CH:4]=2)[C:9]([NH:11][C@@H:12]2[C@@H:19]3[C@@H:15]([CH2:16][N:17]([C:36](=[O:37])[C@@H:35]([N:34]([CH3:43])[C:32](=[O:33])[O:31][C:27]([CH3:29])([CH3:28])[CH3:30])[CH2:39][CH:40]([CH3:42])[CH3:41])[CH2:18]3)[CH2:14][CH2:13]2)=[O:10])=[CH:25][CH:24]=1. (6) Given the reactants [CH:1]1([C:7]2[C:15]3[C:10](=[CH:11][C:12]([C:16]([O:18][CH3:19])=[O:17])=[CH:13][CH:14]=3)[NH:9][C:8]=2[C:20]2[CH:25]=[CH:24][C:23]([O:26][CH2:27][C:28]3[CH:33]=[CH:32][CH:31]=[CH:30][N:29]=3)=[CH:22][C:21]=2[O:34][CH2:35][C@@H:36]2[CH2:38][O:37]2)[CH2:6][CH2:5][CH2:4][CH2:3][CH2:2]1.C([O-])([O-])=O.[Cs+].[Cs+], predict the reaction product. The product is: [CH:1]1([C:7]2[C:15]3[CH:14]=[CH:13][C:12]([C:16]([O:18][CH3:19])=[O:17])=[CH:11][C:10]=3[N:9]3[C:8]=2[C:20]2[CH:25]=[CH:24][C:23]([O:26][CH2:27][C:28]4[CH:33]=[CH:32][CH:31]=[CH:30][N:29]=4)=[CH:22][C:21]=2[O:34][CH2:35][C@@H:36]([OH:37])[CH2:38]3)[CH2:2][CH2:3][CH2:4][CH2:5][CH2:6]1. (7) Given the reactants Br[C:2]1[CH:7]=[CH:6][C:5]([C:8]([N:10]2[CH2:15][CH2:14][CH:13]([N:16]3[CH2:20][CH2:19][CH2:18][CH2:17]3)[CH2:12][CH2:11]2)=[O:9])=[C:4]([S:21]([CH3:24])(=[O:23])=[O:22])[CH:3]=1.BrC1C=CC(C(O)=O)=C(S(C)(=O)=O)C=1.N1(C2CCNCC2)CCCC1.BrC1C(C)=C(C(N2CCC(N3CCCC3)CC2)=O)C=CC=1.[F:71][C:72]([F:83])([F:82])[C:73]1[CH:74]=[C:75](B(O)O)[CH:76]=[CH:77][CH:78]=1.P([O-])([O-])([O-])=O.[K+].[K+].[K+], predict the reaction product. The product is: [CH3:24][S:21]([C:4]1[CH:3]=[C:2]([C:77]2[CH:76]=[CH:75][CH:74]=[C:73]([C:72]([F:83])([F:82])[F:71])[CH:78]=2)[CH:7]=[CH:6][C:5]=1[C:8]([N:10]1[CH2:15][CH2:14][CH:13]([N:16]2[CH2:20][CH2:19][CH2:18][CH2:17]2)[CH2:12][CH2:11]1)=[O:9])(=[O:23])=[O:22]. (8) Given the reactants CS[C:3]1[N:8]=[C:7]([NH:9][CH2:10][C:11]2[CH:16]=[CH:15][C:14]([O:17][CH3:18])=[C:13]([Cl:19])[CH:12]=2)[C:6]([CH:20]=[O:21])=[CH:5][N:4]=1.ClC1C=CC=C(C(OO)=O)C=1.[NH:33]1[CH2:39][CH2:38][CH2:37][C@H:34]1[CH2:35][OH:36].C(N(CC)CC)C, predict the reaction product. The product is: [OH:36][CH2:35][C@@H:34]1[CH2:37][CH2:38][CH2:39][N:33]1[C:3]1[N:8]=[C:7]([NH:9][CH2:10][C:11]2[CH:16]=[CH:15][C:14]([O:17][CH3:18])=[C:13]([Cl:19])[CH:12]=2)[C:6]([CH:20]=[O:21])=[CH:5][N:4]=1.